Dataset: Experimentally validated miRNA-target interactions with 360,000+ pairs, plus equal number of negative samples. Task: Binary Classification. Given a miRNA mature sequence and a target amino acid sequence, predict their likelihood of interaction. (1) The miRNA is hsa-miR-2278 with sequence GAGAGCAGUGUGUGUUGCCUGG. The protein sequence of the target gene is MEKQPQNSRRGLAPREVPPAVGLLLIMALMNTLLYLCLDHFFIAPRQSTVDPTHCPYGHFRIGQMKNCSPWLSCEELRTEVRQLKRVGEGAVKRVFLSEWKEHKVALSQLTSLEMKDDFLHGLQMLKSLQGTHVVTLLGYCEDDNTMLTEYHPLGSLSNLEETLNLSKYQNVNTWQHRLELAMDYVSIINYLHHSPVGTRVMCDSNDLPKTLSQYLLTSNFSILANDLDALPLVNHSSGMLVKCGHRELHGDFVAPEQLWPYGEDVPFHDDLMPSYDEKIDIWKIPDISSFLLGHIEGSD.... Result: 0 (no interaction). (2) The miRNA is hsa-miR-3185 with sequence AGAAGAAGGCGGUCGGUCUGCGG. The protein sequence of the target gene is MDGFCDQQVPFMVPGKSRSEDCRGRPLIDRKRKFVDTDLAHDSEELFQDLSQLQEAWLAEAQVPDDEQFVPDFQSDNLVLHAPPPTKIKRELHSPSSELSSCSHEQALGAKYGEKCLYNYCAYDRKPPSGFKPLTPPATPLSPTHQNSLFPPPQATLPTSGLTPGAGPVQGVGPAPTPHSLPEPGSQQQTFAVPRPPHQPLQMPKMMPESQYPSEQRFQRQLSEPSHPFPPQSGVPGDSRPSYHRQMSEPIVPAAPPPLQGFKQEYHDPLYEHGVPGMPGPPAHGFQSPMGIKQEPRDYC.... Result: 0 (no interaction). (3) The miRNA is hsa-miR-548aw with sequence GUGCAAAAGUCAUCACGGUU. The protein sequence of the target gene is MALPGARARGWAAAARAAQRRRRVENAGGSPSPEPAGRRAALYVHWPYCEKRCSYCNFNKYIPRRLEEAAMQKCLVTEAQTLLRLSGVQRVESVFFGGGTPSLASPHTVAAVLEAVAQAAHLPADLEVTLEANPTSAPGSRLAEFGAAGVNRLSIGLQSLDDTELRLLGRTHSACDALRTLAEARRLFPGRVSVDLMLGLPAQQVGPWLGQLQELLHHCDDHLSLYQLSLERGTALFAQVQRGALPAPDPELAAEMYQRGRAVLREAGFHQYEVSNFARNGALSTHNWTYWQCGQYLGVG.... Result: 0 (no interaction). (4) The miRNA is hsa-miR-559 with sequence UAAAGUAAAUAUGCACCAAAA. The protein sequence of the target gene is MQPQLLLLLLLPLNFPVILTRELLCGGSPEPCANGGTCLRLSRGQGICQCAPGFLGETCQFPDPCRDTQLCKNGGSCQALLPTPPSSRSPTSPLTPHFSCTCPSGFTGDRCQTHLEELCPPSFCSNGGHCYVQASGRPQCSCEPGWTGEQCQLRDFCSANPCANGGVCLATYPQIQCRCPPGFEGHTCERDINECFLEPGPCPQGTSCHNTLGSYQCLCPVGQEGPQCKLRKGACPPGSCLNGGTCQLVPEGHSTFHLCLCPPGFTGLDCEMNPDDCVRHQCQNGATCLDGLDTYTCLCP.... Result: 0 (no interaction). (5) The miRNA is hsa-miR-30a-5p with sequence UGUAAACAUCCUCGACUGGAAG. The protein sequence of the target gene is MSCRERTDSSCGCNGHEENRILKCVVVGDGAVGKTCLLMSYANDAFPEEYVPTVFDHYAVTVTVGGKQHLLGLYDTAGQEDYNQLRPLSYPNTDVFLICFSVVNPASYHNVQEEWVPELKDCMPHVPYVLIGTQIDLRDDPKTLARLLYMKEKPLTYEHGVKLAKAIGAQCYLECSALTQKGLKAVFDEAILTIFHPKKKKKGCLGCHGCCAII. Result: 0 (no interaction). (6) The miRNA is hsa-miR-222-3p with sequence AGCUACAUCUGGCUACUGGGU. The protein sequence of the target gene is MGRVIRGQRKGAGSVFRAHVKHRKGAARLRAVDFAERHGYIKGIVKDIIHDPGRGAPLAKVVFRDPYRFKKRTELFIAAEGIHTGQFVYCGKKAQLNIGNVLPVGTMPEGTIVCCLEEKPGDRGKLARASGNYATVISHNPETKKTRVKLPSGSKKVISSANRAVVGVVAGGGRIDKPILKAGRAYHKYKAKRNCWPRVRGVAMNPVEHPFGGGNHQHIGKPSTIRRDAPAGRKVGLIAARRTGRLRGTKTVQEKEN. Result: 1 (interaction).